Dataset: Forward reaction prediction with 1.9M reactions from USPTO patents (1976-2016). Task: Predict the product of the given reaction. (1) Given the reactants [N:1]([CH2:4][C@H:5]1[CH2:18][O:17][C:8]2[CH:9]=[CH:10][C:11]3[NH:12][C:13](=[O:16])[O:14][C:15]=3[C:7]=2[O:6]1)=[N+]=[N-].[H][H].Cl, predict the reaction product. The product is: [NH2:1][CH2:4][CH:5]1[O:6][C:7]2[C:8](=[CH:9][CH:10]=[C:11]3[NH:12][C:13](=[O:16])[O:14][C:15]3=2)[O:17][CH2:18]1. (2) Given the reactants Cl[C:2]1[N:7]=[CH:6][N:5]=[C:4]([NH:8][C:9]2[CH:14]=[CH:13][C:12]([P:15]([CH3:18])([CH3:17])=[O:16])=[CH:11][CH:10]=2)[CH:3]=1.C([N:21]([CH2:24][CH3:25])CC)C.Cl.N[C@H:28]1CC[O:30][CH2:29]1, predict the reaction product. The product is: [CH3:17][P:15]([C:12]1[CH:13]=[CH:14][C:9]([NH:8][C:4]2[CH:3]=[C:2]([NH:21][CH:24]3[CH2:25][CH2:28][CH2:29][O:30]3)[N:7]=[CH:6][N:5]=2)=[CH:10][CH:11]=1)([CH3:18])=[O:16]. (3) Given the reactants [F:1][C:2]1[CH:10]=[CH:9][C:5]([C:6](O)=[O:7])=[CH:4][CH:3]=1.S(Cl)(Cl)=O.Cl.[CH3:16][NH:17][O:18][CH3:19].FC1C=CC(C(Cl)=O)=CC=1, predict the reaction product. The product is: [F:1][C:2]1[CH:10]=[CH:9][C:5]([C:6]([N:17]([O:18][CH3:19])[CH3:16])=[O:7])=[CH:4][CH:3]=1. (4) Given the reactants C1OCOC1.[ClH:6].[CH3:7][O:8][CH2:9][CH2:10][O:11][C:12]1[CH:17]=[C:16]2[C:18]([NH:22][C:23]3[CH:28]=[C:27]([C:29]#[CH:30])[CH:26]=[CH:25][CH:24]=3)=[N:19][CH:20]=[N:21][C:15]2=[CH:14][C:13]=1[O:31][CH2:32][CH2:33][O:34][CH3:35], predict the reaction product. The product is: [CH3:7][O:8][CH2:9][CH2:10][O:11][C:12]1[CH:17]=[C:16]2[C:18]([NH:22][C:23]3[CH:24]=[CH:25][CH:26]=[C:27]([C:29]#[CH:30])[CH:28]=3)=[N:19][CH:20]=[N:21][C:15]2=[CH:14][C:13]=1[O:31][CH2:32][CH2:33][O:34][CH3:35].[ClH:6]. (5) Given the reactants C[Si]([C:5]#[C:6][C:7]1[CH:12]=[CH:11][C:10]([C:13]2[C:14]([C:18]3[CH:23]=[CH:22][N:21]=[CH:20][CH:19]=3)=[N:15][NH:16][CH:17]=2)=[CH:9][CH:8]=1)(C)C.CCCC[N+](CCCC)(CCCC)CCCC.[F-].C1COCC1, predict the reaction product. The product is: [C:6]([C:7]1[CH:8]=[CH:9][C:10]([C:13]2[C:14]([C:18]3[CH:23]=[CH:22][N:21]=[CH:20][CH:19]=3)=[N:15][NH:16][CH:17]=2)=[CH:11][CH:12]=1)#[CH:5]. (6) Given the reactants [F:1][C:2]1[C:16]([C:17]#[N:18])=[CH:15][C:5]2[N:6]([CH:9]3[CH2:14][CH2:13][CH2:12][CH2:11][O:10]3)[CH:7]=[N:8][C:4]=2[CH:3]=1, predict the reaction product. The product is: [F:1][C:2]1[C:16]([CH2:17][NH2:18])=[CH:15][C:5]2[N:6]([CH:9]3[CH2:14][CH2:13][CH2:12][CH2:11][O:10]3)[CH:7]=[N:8][C:4]=2[CH:3]=1.